From a dataset of Drug-target binding data from BindingDB using Ki measurements. Regression. Given a target protein amino acid sequence and a drug SMILES string, predict the binding affinity score between them. We predict pKi (pKi = -log10(Ki in M); higher means stronger inhibition). Dataset: bindingdb_ki. (1) The target protein (P27034) has sequence MIDDILDKMTLEEQVSLLSGADFWTTVAIERLGVPKIKVTDGPNGARGGGSLVGGVKSACFPVAIALGATWDPELIERAGVALGGQAKSKGASVLLAPTVNIHRSGLNGRNFECYSEDPALTAACAVAYINGVQSQGVAATIKHFVANESEIERQTMSSDVDERTLREIYLPPFEEAVKKAGVKAVMSSYNKLNGTYTSENPWLLTKVLREEWGFDGVVMSDWFGSHSTAETINAGLDLEMPGPWRDRGEKLVAAVREGKVKAETVRASARRILLLLERVGAFEKAPDLAEHALDLPEDRALIRQLGAEGAVLLKNDGVLPLAKSSFDQIAVIGPNAASARVMGGGSARIAAHYTVSPLEGIRAALSNANSLRHAVGCNNNRLIDVFSGEMTVEYFKGRGFESRPVHVETVEKGEFFWFDLPSGDLDLADFSARMTATFVPQETGEHIFGMTNAGLARLFVDGELVVDGYDGWTKGENFFGTANSEQRRAVTLGAARRYR.... The compound is N#C[C@H]1NC[C@@H](O)[C@H](O)[C@H]1O. The pKi is 3.7. (2) The small molecule is CCOc1ccccc1N=C(C[N+](=O)[O-])NC(C)C(C)(C)C. The target protein sequence is GSHAKPFMLSTQREESNCTIIHTHIMDDWMDCAFTCGVDCQGQGKYPCLQVFVNLTHSGQKALLHYNEEAVQINSKCFYTPKCRRDGNDLLNSALNIKEFFDHKNRTPFSCFYSPDNQSEDVILIKKYDQMVIFHCLFWPSMTMLGGALIVGMVRLTQYLFLLCEKYSTALRDEVSGKVPYVARNQFKLWSVGRSKGRA. The pKi is 7.4. (3) The drug is COC(=O)C1=C(C)N=C(C)C(C(=O)OC)C1c1ccccc1OCc1nonc1C. The target protein (P27732) has sequence MMMMMMMKKMQHQRQQQEDHANEANYARGTRLPISGEGPTSQPNSSKQTVLSWQAAIDAARQAKAAQTMSTSAPPPVGSLSQRKRQQYAKSKKQGNSSNSRPARALFCLSLNNPIRRACISIVDWKPFDIFILLAIFANCVALAIYIPFPEDDSNSTNHNLEKVEYAFLIIFTVETFLKIIASGLLLHPNASVRNGWNLLDFVIVIVGLFSVILEQLTKETEGGNHSSGKSGGFDVKALRAFRVLRPLRLVSGVPSLQVVLNSIIKAMVPLLHIALLVLFVIIIYAIIGLELFIGKMHKTCFFADSDIVAEEDPAPCAFSGNGRQCAANGTECRSGWVGPNGGITNFDNFAFAMLTVFQCITMEGWTDVLYWVNDAIGWEWPWVYFVSLIILGSFFVLNLVLGVLSGEFSKEREKAKARGDFQKLREKQQLEEDLKGYLDWITQAEDIDPENEEEGGEEGKRNTSMPTSETESVNTENVSGEGETQGCCGSLWCWWKRRG.... The pKi is 7.6. (4) The small molecule is COc1ccc(C(CN(C)C)C2(O)CCCCC2)cc1. The target is MLLARMKPQVQPELGGADQ. The pKi is 6.0.